Dataset: Forward reaction prediction with 1.9M reactions from USPTO patents (1976-2016). Task: Predict the product of the given reaction. (1) Given the reactants [OH:1][C@@H:2]1[CH2:7][CH2:6][C@H:5]([CH2:8][N:9]2[C:17]3[C:16]([O:18][CH3:19])=[N:15][C:14]([N:20]4[CH:24]=[C:23]([C:25]([O:27][CH2:28][CH3:29])=[O:26])[CH:22]=[N:21]4)=[N:13][C:12]=3[CH:11]=[N:10]2)[CH2:4][CH2:3]1.[CH3:30][C:31]1[CH:36]=[CH:35][C:34](O)=[CH:33][CH:32]=1.C1(P(C2C=CC=CC=2)C2C=CC=CC=2)C=CC=CC=1.N(C(OC(C)C)=O)=NC(OC(C)C)=O, predict the reaction product. The product is: [CH3:19][O:18][C:16]1[C:17]2[N:9]([CH2:8][C@H:5]3[CH2:6][CH2:7][C@H:2]([O:1][C:34]4[CH:35]=[CH:36][C:31]([CH3:30])=[CH:32][CH:33]=4)[CH2:3][CH2:4]3)[N:10]=[CH:11][C:12]=2[N:13]=[C:14]([N:20]2[CH:24]=[C:23]([C:25]([O:27][CH2:28][CH3:29])=[O:26])[CH:22]=[N:21]2)[N:15]=1. (2) Given the reactants C[O:2][C:3]([C:5]1[C:10]([F:11])=[C:9]([F:12])[C:8]([C:13]2[CH:18]=[CH:17][CH:16]=[CH:15][CH:14]=2)=[C:7]([F:19])[C:6]=1[F:20])=[O:4].[OH-].[Na+], predict the reaction product. The product is: [F:12][C:9]1[C:10]([F:11])=[C:5]([C:3]([OH:4])=[O:2])[C:6]([F:20])=[C:7]([F:19])[C:8]=1[C:13]1[CH:14]=[CH:15][CH:16]=[CH:17][CH:18]=1. (3) Given the reactants C([NH:5][S:6]([C:9]1[C:14]([I:15])=[CH:13][CH:12]=[CH:11][C:10]=1[F:16])(=[O:8])=[O:7])(C)(C)C.FC(F)(F)C(O)=O, predict the reaction product. The product is: [F:16][C:10]1[CH:11]=[CH:12][CH:13]=[C:14]([I:15])[C:9]=1[S:6]([NH2:5])(=[O:7])=[O:8]. (4) The product is: [CH2:1]([O:8][C@@H:9]1[C@@H:14]([O:15][CH2:16][C:17]2[CH:22]=[CH:21][CH:20]=[CH:19][CH:18]=2)[C@@H:13]([O:23][CH2:24][C:25]2[CH:30]=[CH:29][CH:28]=[CH:27][CH:26]=2)[C@@H:12]([CH2:31][O:32][CH2:33][C:34]2[CH:39]=[CH:38][CH:37]=[CH:36][CH:35]=2)[O:11][C@:10]21[C:47]1[CH:46]=[C:45]3[C:48]([CH2:55][C:56]4[CH:61]=[CH:60][C:59]([CH2:62][CH3:63])=[CH:58][CH:57]=4)=[C:49]([Cl:67])[S:50][C:44]3=[CH:43][C:42]=1[CH2:41][O:40]2)[C:2]1[CH:7]=[CH:6][CH:5]=[CH:4][CH:3]=1. Given the reactants [CH2:1]([O:8][C@@H:9]1[C@@H:14]([O:15][CH2:16][C:17]2[CH:22]=[CH:21][CH:20]=[CH:19][CH:18]=2)[C@@H:13]([O:23][CH2:24][C:25]2[CH:30]=[CH:29][CH:28]=[CH:27][CH:26]=2)[C@@H:12]([CH2:31][O:32][CH2:33][C:34]2[CH:39]=[CH:38][CH:37]=[CH:36][CH:35]=2)[O:11][C@:10]21[C:47]1[CH:46]=[C:45]3[C:48]([CH2:55][C:56]4[CH:61]=[CH:60][C:59]([CH2:62][CH3:63])=[CH:58][CH:57]=4)=[C:49]([Si](C)(C)C)[S:50][C:44]3=[CH:43][C:42]=1[CH2:41][O:40]2)[C:2]1[CH:7]=[CH:6][CH:5]=[CH:4][CH:3]=1.S(Cl)([Cl:67])(=O)=O.C(=O)([O-])O.[Na+], predict the reaction product.